This data is from Peptide-MHC class I binding affinity with 185,985 pairs from IEDB/IMGT. The task is: Regression. Given a peptide amino acid sequence and an MHC pseudo amino acid sequence, predict their binding affinity value. This is MHC class I binding data. (1) The peptide sequence is FLLENAAYL. The MHC is HLA-C12:03 with pseudo-sequence HLA-C12:03. The binding affinity (normalized) is 0.476. (2) The peptide sequence is SNPNLFWAV. The MHC is HLA-A02:03 with pseudo-sequence HLA-A02:03. The binding affinity (normalized) is 0.194. (3) The peptide sequence is RLVDDFLLV. The MHC is HLA-A02:03 with pseudo-sequence HLA-A02:03. The binding affinity (normalized) is 0.927. (4) The peptide sequence is GYLTDNDEI. The MHC is H-2-Kb with pseudo-sequence H-2-Kb. The binding affinity (normalized) is 0.169. (5) The peptide sequence is ADAGFMKQY. The MHC is HLA-A01:01 with pseudo-sequence HLA-A01:01. The binding affinity (normalized) is 0. (6) The peptide sequence is LAEQFSGEY. The MHC is HLA-B58:01 with pseudo-sequence HLA-B58:01. The binding affinity (normalized) is 0.0847.